Dataset: Reaction yield outcomes from USPTO patents with 853,638 reactions. Task: Predict the reaction yield, written as a fraction of the theoretical maximum amount of product (1.0 means a 100% yield; for example, 0.34 means a 34% yield). The reactants are [NH:1]1[C:9]2[C:4](=[CH:5][N:6]=[CH:7][CH:8]=2)[CH:3]=[CH:2]1.[NH:10]1[CH2:14][CH2:13][CH2:12][CH2:11]1. The catalyst is C(O)C. The product is [CH2:13]1[CH:14]2[N:10]([CH2:2][CH:3]=[C:4]([C:3]3[C:4]4[C:9](=[CH:8][CH:7]=[N:6][CH:5]=4)[NH:1][CH:2]=3)[CH2:5]2)[CH2:11][CH2:12]1. The yield is 0.516.